From a dataset of Forward reaction prediction with 1.9M reactions from USPTO patents (1976-2016). Predict the product of the given reaction. (1) Given the reactants [CH3:1][C:2](=[CH:5][CH2:6][CH2:7][CH2:8][CH2:9][CH2:10]C)[CH:3]=[O:4].[CH2:12]([Mg]Br)[CH3:13], predict the reaction product. The product is: [CH3:1][C:2](=[CH:5][CH2:6][CH2:7][CH2:8][CH2:9][CH3:10])[CH:3]([OH:4])[CH2:12][CH3:13]. (2) Given the reactants [H-].[Na+].[OH:3][CH2:4][CH2:5][C:6]1[CH:11]=[CH:10][C:9]([OH:12])=[CH:8][CH:7]=1.[Si:13](Cl)([C:16]([CH3:19])([CH3:18])[CH3:17])([CH3:15])[CH3:14].P([O-])([O-])([O-])=O, predict the reaction product. The product is: [Si:13]([O:12][C:9]1[CH:10]=[CH:11][C:6]([CH2:5][CH2:4][OH:3])=[CH:7][CH:8]=1)([C:16]([CH3:19])([CH3:18])[CH3:17])([CH3:15])[CH3:14].